From a dataset of Aqueous solubility values for 9,982 compounds from the AqSolDB database. Regression/Classification. Given a drug SMILES string, predict its absorption, distribution, metabolism, or excretion properties. Task type varies by dataset: regression for continuous measurements (e.g., permeability, clearance, half-life) or binary classification for categorical outcomes (e.g., BBB penetration, CYP inhibition). For this dataset (solubility_aqsoldb), we predict Y. (1) The compound is CC(=O)N1CCN(C(=O)/C=C/c2ccc(Sc3ccc4c(c3)OCCO4)c(Cl)c2)CC1. The Y is -2.05 log mol/L. (2) The drug is CCOC(=O)CC(=O)C(F)(F)F. The Y is -1.66 log mol/L. (3) The compound is CCCCCCC(C)=O. The Y is -2.15 log mol/L. (4) The Y is 0.280 log mol/L. The drug is O=C1OC(C(O)CO)C(O)=C1O. (5) The drug is O=C1CC=NC=N1. The Y is 0.586 log mol/L.